Task: Predict the reaction yield, written as a fraction of the theoretical maximum amount of product (1.0 means a 100% yield; for example, 0.34 means a 34% yield).. Dataset: Reaction yield outcomes from USPTO patents with 853,638 reactions (1) The reactants are [CH3:1][CH:2]1[CH2:7][C:6]([C:8]2[CH:13]=[CH:12][N:11]=[CH:10][C:9]=2[N+:14]([O-:16])=[O:15])=[CH:5]C=C1.C1C(=O)N([Br:24])C(=O)C1.C([O:28][CH2:29][CH3:30])(=O)C. The catalyst is C1COCC1.O. The product is [Br:24][CH:30]1[CH:29]([OH:28])[CH:5]=[C:6]([C:8]2[CH:13]=[CH:12][N:11]=[CH:10][C:9]=2[N+:14]([O-:16])=[O:15])[CH2:7][CH:2]1[CH3:1]. The yield is 0.800. (2) The reactants are [F:1][C:2]([F:7])([F:6])[C:3]([OH:5])=[O:4].FC(F)(F)C(O)=O.[Cl:15][C:16]1[CH:17]=[N:18][C:19]2[NH:20][C:21]3[CH:22]=[CH:23][CH:24]=[C:25]([CH:38]=3)[CH2:26][CH2:27][C:28]3[CH:36]=[C:32]([NH:33][C:34]=1[N:35]=2)[CH:31]=[C:30]([NH2:37])[CH:29]=3.[N:39]([C:42]1[CH:49]=[CH:48][C:45]([C:46]#[N:47])=[CH:44][CH:43]=1)=[C:40]=[O:41]. No catalyst specified. The product is [F:1][C:2]([F:7])([F:6])[C:3]([OH:5])=[O:4].[Cl:15][C:16]1[CH:17]=[N:18][C:19]2[NH:20][C:21]3[CH:22]=[CH:23][CH:24]=[C:25]([CH:38]=3)[CH2:26][CH2:27][C:28]3[CH:36]=[C:32]([NH:33][C:34]=1[N:35]=2)[CH:31]=[C:30]([NH:37][C:40]([NH:39][C:42]1[CH:49]=[CH:48][C:45]([C:46]#[N:47])=[CH:44][CH:43]=1)=[O:41])[CH:29]=3. The yield is 0.520. (3) The reactants are [CH3:1][C:2]1[N:7]=[C:6]([C:8]2[N:13]=[CH:12][C:11]3[CH:14]=[N:15][NH:16][C:10]=3[CH:9]=2)[CH:5]=[N:4][CH:3]=1.[Br:17][C:18]1[C:23](OC)=[CH:22][CH:21]=[C:20](I)[N:19]=1.C(=O)([O-])[O-].[K+].[K+].CNCCNC. The catalyst is [Cu]I. The product is [Br:17][C:18]1[N:19]=[C:20]([N:16]2[C:10]3[CH:9]=[C:8]([C:6]4[CH:5]=[N:4][CH:3]=[C:2]([CH3:1])[N:7]=4)[N:13]=[CH:12][C:11]=3[CH:14]=[N:15]2)[CH:21]=[CH:22][CH:23]=1. The yield is 0.590. (4) The yield is 0.730. The product is [Cl:1][C:2]1[CH:3]=[C:4]2[C:12](=[C:13]([NH:15][C:16]([CH:18]3[CH2:19][O:20][C:21]([CH3:29])([CH3:28])[CH2:22][N:23]3[CH2:24][C:25]([N:33]3[CH2:34][CH2:35][C:36](=[O:37])[C:31]([CH3:38])([CH3:30])[CH2:32]3)=[O:26])=[O:17])[CH:14]=1)[NH:11][C:10]1[CH:9]=[N:8][CH:7]=[CH:6][C:5]2=1. The catalyst is N1C=CC=CC=1.O. The reactants are [Cl:1][C:2]1[CH:3]=[C:4]2[C:12](=[C:13]([NH:15][C:16]([CH:18]3[N:23]([CH2:24][C:25](O)=[O:26])[CH2:22][C:21]([CH3:29])([CH3:28])[O:20][CH2:19]3)=[O:17])[CH:14]=1)[NH:11][C:10]1[CH:9]=[N:8][CH:7]=[CH:6][C:5]2=1.[CH3:30][C:31]1([CH3:38])[C:36](=[O:37])[CH2:35][CH2:34][NH:33][CH2:32]1.C(N(C(C)C)CC)(C)C.C(Cl)CCl. (5) The reactants are [NH:1]1[CH2:6][CH2:5][CH:4]([C:7]2[CH:12]=[CH:11][C:10]([NH:13][C:14]3[N:19]=[C:18]([CH2:20][CH2:21][C:22]4[C:27]([CH2:28][C:29]([NH2:31])=[O:30])=[CH:26][CH:25]=[CH:24][N:23]=4)[C:17]([C:32]([F:35])([F:34])[F:33])=[CH:16][N:15]=3)=[CH:9][CH:8]=2)[CH2:3][CH2:2]1.Br[CH2:37][CH3:38].C(=O)([O-])[O-].[K+].[K+]. The catalyst is CN(C=O)C. The product is [CH2:37]([N:1]1[CH2:6][CH2:5][CH:4]([C:7]2[CH:12]=[CH:11][C:10]([NH:13][C:14]3[N:19]=[C:18]([CH2:20][CH2:21][C:22]4[C:27]([CH2:28][C:29]([NH2:31])=[O:30])=[CH:26][CH:25]=[CH:24][N:23]=4)[C:17]([C:32]([F:35])([F:33])[F:34])=[CH:16][N:15]=3)=[CH:9][CH:8]=2)[CH2:3][CH2:2]1)[CH3:38]. The yield is 0.280. (6) The product is [Cl:23][C:17]1[CH:18]=[C:19]([Cl:22])[CH:20]=[CH:21][C:16]=1[N:11]1[C:9]2=[N:10][C:6]3[CH:5]=[CH:4][CH:3]=[C:2]([CH:29]([OH:32])[CH2:30][CH3:31])[C:7]=3[N:8]2[CH2:15][CH2:14][CH2:13][CH2:12]1. The reactants are Br[C:2]1[C:7]2[N:8]3[CH2:15][CH2:14][CH2:13][CH2:12][N:11]([C:16]4[CH:21]=[CH:20][C:19]([Cl:22])=[CH:18][C:17]=4[Cl:23])[C:9]3=[N:10][C:6]=2[CH:5]=[CH:4][CH:3]=1.C([Li])CCC.[CH:29](=[O:32])[CH2:30][CH3:31]. The catalyst is O1CCCC1.[Cl-].[NH4+]. The yield is 0.190. (7) The reactants are Br[C:2]1[CH:10]=[CH:9][C:5]([C:6]([OH:8])=[O:7])=[CH:4][C:3]=1[CH3:11].C([Li])CCC.[CH3:17][C:18]([CH3:20])=[O:19].Cl. The catalyst is O1CCCC1.[OH-].[Na+]. The product is [OH:19][C:18]([C:2]1[CH:10]=[CH:9][C:5]([C:6]([OH:8])=[O:7])=[CH:4][C:3]=1[CH3:11])([CH3:20])[CH3:17]. The yield is 0.420. (8) The reactants are [N:1]1([C:7]2[C:16]3[C:11](=[CH:12][CH:13]=[CH:14][CH:15]=3)[CH:10]=[C:9]([C:17]3[CH:22]=[CH:21][C:20]([O:23][CH3:24])=[CH:19][CH:18]=3)[N:8]=2)[CH2:6][CH2:5][NH:4][CH2:3][CH2:2]1.C(N(CC)CC)C.[C:32]([S:34]([Cl:37])(=[O:36])=[O:35])#[CH:33]. The catalyst is O1CCCC1. The product is [ClH:37].[CH2:32]([S:34]([N:4]1[CH2:5][CH2:6][N:1]([C:7]2[C:16]3[C:11](=[CH:12][CH:13]=[CH:14][CH:15]=3)[CH:10]=[C:9]([C:17]3[CH:22]=[CH:21][C:20]([O:23][CH3:24])=[CH:19][CH:18]=3)[N:8]=2)[CH2:2][CH2:3]1)(=[O:36])=[O:35])[CH3:33]. The yield is 0.770. (9) The reactants are [CH:1]([O:4][C:5]1[C:10]2[CH2:11][CH:12]([CH2:14]OS(C3C=CC(C)=CC=3)(=O)=O)[O:13][C:9]=2[CH:8]=[C:7]([C:26](=[O:34])[NH:27][C:28]2[CH:32]=[CH:31][N:30]([CH3:33])[N:29]=2)[CH:6]=1)([CH3:3])[CH3:2].Cl.[CH3:36][NH:37][CH3:38].C(N(CC)CC)C. The catalyst is C1COCC1. The product is [CH3:33][N:30]1[CH:31]=[CH:32][C:28]([NH:27][C:26]([C:7]2[CH:6]=[C:5]([O:4][CH:1]([CH3:2])[CH3:3])[C:10]3[CH2:11][CH:12]([CH2:14][N:37]([CH3:38])[CH3:36])[O:13][C:9]=3[CH:8]=2)=[O:34])=[N:29]1. The yield is 0.100.